This data is from Reaction yield outcomes from USPTO patents with 853,638 reactions. The task is: Predict the reaction yield, written as a fraction of the theoretical maximum amount of product (1.0 means a 100% yield; for example, 0.34 means a 34% yield). (1) The reactants are [CH3:1][N:2]([CH3:28])[S:3]([N:6]1[CH:10]=[C:9]([C:11]([C:13]2[CH:21]=[CH:20][CH:19]=[CH:18][C:14]=2[C:15](O)=[O:16])=O)[C:8]([C:22]2[CH:27]=[CH:26][CH:25]=[CH:24][N:23]=2)=[N:7]1)(=[O:5])=[O:4].O.[NH2:30][NH2:31]. The catalyst is C(O)C. The product is [CH3:1][N:2]([CH3:28])[S:3]([N:6]1[CH:10]=[C:9]([C:11]2[C:13]3[C:14](=[CH:18][CH:19]=[CH:20][CH:21]=3)[C:15](=[O:16])[NH:31][N:30]=2)[C:8]([C:22]2[CH:27]=[CH:26][CH:25]=[CH:24][N:23]=2)=[N:7]1)(=[O:4])=[O:5]. The yield is 0.590. (2) The reactants are [CH:1]1([N:5]2[CH2:11][CH2:10][CH2:9][N:8](C(OC(C)(C)C)=O)[CH2:7][CH2:6]2)[CH2:4][CH2:3][CH2:2]1.Cl.O1CCOCC1.CO. The catalyst is C(Cl)Cl. The product is [CH:1]1([N:5]2[CH2:11][CH2:10][CH2:9][NH:8][CH2:7][CH2:6]2)[CH2:4][CH2:3][CH2:2]1. The yield is 0.730. (3) The reactants are [S:1]1[C:5]2[CH:6]=[CH:7][CH:8]=[CH:9][C:4]=2[N:3]=[C:2]1[C:10]1[N:11]([C:15]([O:17][C:18]([CH3:21])([CH3:20])[CH3:19])=[O:16])[CH:12]=[CH:13][CH:14]=1.[Br:22]N1C(=O)CCC1=O.O. The catalyst is O1CCCC1. The product is [Br:22][C:12]1[N:11]([C:15]([O:17][C:18]([CH3:21])([CH3:20])[CH3:19])=[O:16])[C:10]([C:2]2[S:1][C:5]3[CH:6]=[CH:7][CH:8]=[CH:9][C:4]=3[N:3]=2)=[CH:14][CH:13]=1. The yield is 0.890. (4) The reactants are I.CS[C:4](=[NH:18])[CH2:5][CH2:6][N:7]1[C:15](=[O:16])[C:14]2[C:9](=[CH:10][CH:11]=[CH:12][CH:13]=2)[C:8]1=[O:17].[C:19]([NH:27][NH2:28])(=O)[C:20]1[CH:25]=[CH:24][N:23]=[CH:22][CH:21]=1.C(=O)([O-])[O-].[Na+].[Na+].C(O)(=O)C. The catalyst is CC(O)C. The product is [N:23]1[CH:24]=[CH:25][C:20]([C:19]2[NH:18][C:4]([CH2:5][CH2:6][N:7]3[C:15](=[O:16])[C:14]4[C:9](=[CH:10][CH:11]=[CH:12][CH:13]=4)[C:8]3=[O:17])=[N:28][N:27]=2)=[CH:21][CH:22]=1. The yield is 0.410. (5) The reactants are [NH2:1][C:2]1[CH:10]=[CH:9][C:8]([Cl:11])=[CH:7][C:3]=1[C:4](O)=[O:5].[NH2:12][C:13](N)=[O:14]. No catalyst specified. The product is [Cl:11][C:8]1[CH:7]=[C:3]2[C:2](=[CH:10][CH:9]=1)[NH:1][C:13](=[O:14])[NH:12][C:4]2=[O:5]. The yield is 0.940. (6) The yield is 0.600. The product is [Cl:23][C:22]([Cl:25])([Cl:24])[CH2:21][O:20][C:18]([N:7]1[CH2:8][CH2:9][CH:5]([C:3](=[O:4])[N:33]([CH2:34][CH3:35])[CH2:30][CH3:31])[CH2:6]1)=[O:19]. The reactants are CO[C:3]([CH:5]1[CH2:9][CH2:8][N:7](CC2C=CC=CC=2)[CH2:6]1)=[O:4].Cl[C:18]([O:20][CH2:21][C:22]([Cl:25])([Cl:24])[Cl:23])=[O:19].ClC([O-])=O.[CH:30]([N:33](CC)[CH:34](C)[CH3:35])(C)[CH3:31]. The catalyst is Cl.O1CCOCC1.ClCCl.CO.ClCCl. (7) The reactants are [Cl:1][C:2]1[CH:26]=[CH:25][C:24]([F:27])=[CH:23][C:3]=1[CH2:4][O:5][C:6]1[CH:11]=[CH:10][C:9]([S:12][C:13]2[CH:18]=[CH:17][C:16]([OH:19])=[CH:15][CH:14]=2)=[C:8]([N+:20]([O-])=O)[CH:7]=1.[NH4+].[Cl-]. The catalyst is [Fe]. The product is [NH2:20][C:8]1[CH:7]=[C:6]([O:5][CH2:4][C:3]2[CH:23]=[C:24]([F:27])[CH:25]=[CH:26][C:2]=2[Cl:1])[CH:11]=[CH:10][C:9]=1[S:12][C:13]1[CH:18]=[CH:17][C:16]([OH:19])=[CH:15][CH:14]=1. The yield is 0.770. (8) The product is [CH2:1]([C:9]1[CH:10]=[CH:11][C:12]([N:15]2[CH2:28][CH2:27][N:17]([CH2:18][CH2:19][C:20]([O:22][CH2:23][CH3:24])=[O:21])[C:16]2=[O:25])=[CH:13][CH:14]=1)[CH2:2][CH2:3][CH2:4][CH2:5][CH2:6][CH2:7][CH3:8]. The catalyst is CN(C=O)C. The reactants are [CH2:1]([C:9]1[CH:14]=[CH:13][C:12]([NH:15][C:16](=[O:25])[NH:17][CH2:18][CH2:19][C:20]([O:22][CH2:23][CH3:24])=[O:21])=[CH:11][CH:10]=1)[CH2:2][CH2:3][CH2:4][CH2:5][CH2:6][CH2:7][CH3:8].Br[CH2:27][CH2:28]Br. The yield is 0.370. (9) The reactants are Br[C:2]1[CH:12]=[CH:11][C:5]2[O:6][C:7]([F:10])([F:9])[O:8][C:4]=2[CH:3]=1.C([Li])CCC.S(=O)=O.[S:21](Cl)([Cl:24])(=[O:23])=[O:22]. The catalyst is CCOCC. The product is [F:9][C:7]1([F:10])[O:6][C:5]2[CH:11]=[CH:12][C:2]([S:21]([Cl:24])(=[O:23])=[O:22])=[CH:3][C:4]=2[O:8]1. The yield is 0.620. (10) The reactants are [Cl:1][C:2]1[C:8]([O:9][C:10]2[CH:15]=[CH:14][C:13]([F:16])=[CH:12][CH:11]=2)=[CH:7][C:5]([NH2:6])=[C:4]([N+:17]([O-])=O)[CH:3]=1.Cl. The catalyst is [Zn].C(O)C. The product is [Cl:1][C:2]1[CH:3]=[C:4]([NH2:17])[C:5]([NH2:6])=[CH:7][C:8]=1[O:9][C:10]1[CH:11]=[CH:12][C:13]([F:16])=[CH:14][CH:15]=1. The yield is 0.830.